Dataset: Aqueous solubility values for 9,982 compounds from the AqSolDB database. Task: Regression/Classification. Given a drug SMILES string, predict its absorption, distribution, metabolism, or excretion properties. Task type varies by dataset: regression for continuous measurements (e.g., permeability, clearance, half-life) or binary classification for categorical outcomes (e.g., BBB penetration, CYP inhibition). For this dataset (solubility_aqsoldb), we predict Y. (1) The molecule is C1O[C@@H]1[C@@H]1CO1. The Y is 1.06 log mol/L. (2) The compound is Cc1ccc(S(=O)(=O)N(Cl)Cl)cc1. The Y is -3.51 log mol/L. (3) The Y is -2.11 log mol/L. The molecule is CCCCCCCC(=O)NCC(=O)O. (4) The compound is CCCCC(CC)COC(=O)c1c(Br)c(Br)c(Br)c(Br)c1C(=O)OCC(CC)CCCC. The Y is -5.95 log mol/L. (5) The molecule is COc1cc2c3c(cccc3c1)CN(C(N)=NO)C2. The Y is -1.21 log mol/L.